Dataset: Reaction yield outcomes from USPTO patents with 853,638 reactions. Task: Predict the reaction yield, written as a fraction of the theoretical maximum amount of product (1.0 means a 100% yield; for example, 0.34 means a 34% yield). (1) The reactants are C(OC(N1C2C=CC=CC=2N=C1CN(C[C:30](=C)[CH2:31][CH2:32][N:33]1[C:41](=[O:42])[C:40]2[C:35](=[CH:36][CH:37]=[CH:38][CH:39]=2)[C:34]1=[O:43])C1C2N=CC=CC=2CCC1)=O)(C)(C)C.O.NN.[CH2:48]([OH:50])[CH3:49]. No catalyst specified. The product is [OH:50][CH2:48][CH2:49][C:31](=[CH2:30])[CH2:32][N:33]1[C:34](=[O:43])[C:35]2[C:40](=[CH:39][CH:38]=[CH:37][CH:36]=2)[C:41]1=[O:42]. The yield is 0.550. (2) The reactants are F[C:2]1[CH:9]=[CH:8][C:5]([C:6]#[N:7])=[C:4]([C:10]([F:13])([F:12])[F:11])[CH:3]=1.[NH2:14][C@H:15]([C:19](O)([CH3:21])[CH3:20])[C:16]([OH:18])=[O:17].[C:23]([O-])([O-])=O.[K+].[K+]. The catalyst is CS(C)=O. The product is [C:6]([C:5]1[CH:8]=[CH:9][C:2]([NH:14][C@H:15]([C:19]([CH3:21])([CH3:23])[CH3:20])[C:16]([OH:18])=[O:17])=[CH:3][C:4]=1[C:10]([F:13])([F:12])[F:11])#[N:7]. The yield is 0.980.